From a dataset of NCI-60 drug combinations with 297,098 pairs across 59 cell lines. Regression. Given two drug SMILES strings and cell line genomic features, predict the synergy score measuring deviation from expected non-interaction effect. (1) Drug 1: C1C(C(OC1N2C=NC(=NC2=O)N)CO)O. Drug 2: COCCOC1=C(C=C2C(=C1)C(=NC=N2)NC3=CC=CC(=C3)C#C)OCCOC.Cl. Cell line: HT29. Synergy scores: CSS=9.36, Synergy_ZIP=-2.91, Synergy_Bliss=-4.61, Synergy_Loewe=-1.90, Synergy_HSA=-5.83. (2) Drug 1: C1CN1P(=S)(N2CC2)N3CC3. Drug 2: CC1C(C(CC(O1)OC2CC(CC3=C2C(=C4C(=C3O)C(=O)C5=C(C4=O)C(=CC=C5)OC)O)(C(=O)CO)O)N)O.Cl. Cell line: BT-549. Synergy scores: CSS=39.1, Synergy_ZIP=-2.54, Synergy_Bliss=3.69, Synergy_Loewe=-15.4, Synergy_HSA=4.54. (3) Drug 1: C1=C(C(=O)NC(=O)N1)F. Drug 2: C1CCC(C(C1)N)N.C(=O)(C(=O)[O-])[O-].[Pt+4]. Cell line: CCRF-CEM. Synergy scores: CSS=34.9, Synergy_ZIP=-12.8, Synergy_Bliss=-16.8, Synergy_Loewe=-11.4, Synergy_HSA=-9.75. (4) Drug 1: C1=CC(=CC=C1CCC2=CNC3=C2C(=O)NC(=N3)N)C(=O)NC(CCC(=O)O)C(=O)O. Drug 2: CC1=C(N=C(N=C1N)C(CC(=O)N)NCC(C(=O)N)N)C(=O)NC(C(C2=CN=CN2)OC3C(C(C(C(O3)CO)O)O)OC4C(C(C(C(O4)CO)O)OC(=O)N)O)C(=O)NC(C)C(C(C)C(=O)NC(C(C)O)C(=O)NCCC5=NC(=CS5)C6=NC(=CS6)C(=O)NCCC[S+](C)C)O. Cell line: COLO 205. Synergy scores: CSS=41.0, Synergy_ZIP=0.214, Synergy_Bliss=-0.874, Synergy_Loewe=-3.14, Synergy_HSA=0.460. (5) Drug 1: CCC1(CC2CC(C3=C(CCN(C2)C1)C4=CC=CC=C4N3)(C5=C(C=C6C(=C5)C78CCN9C7C(C=CC9)(C(C(C8N6C=O)(C(=O)OC)O)OC(=O)C)CC)OC)C(=O)OC)O.OS(=O)(=O)O. Drug 2: CN(CCCl)CCCl.Cl. Cell line: PC-3. Synergy scores: CSS=19.4, Synergy_ZIP=-7.42, Synergy_Bliss=-7.80, Synergy_Loewe=-5.89, Synergy_HSA=-4.53. (6) Drug 1: C1=CC(=CC=C1CCC2=CNC3=C2C(=O)NC(=N3)N)C(=O)NC(CCC(=O)O)C(=O)O. Drug 2: CCCCC(=O)OCC(=O)C1(CC(C2=C(C1)C(=C3C(=C2O)C(=O)C4=C(C3=O)C=CC=C4OC)O)OC5CC(C(C(O5)C)O)NC(=O)C(F)(F)F)O. Cell line: SF-539. Synergy scores: CSS=31.7, Synergy_ZIP=0.325, Synergy_Bliss=-1.59, Synergy_Loewe=-1.14, Synergy_HSA=0.0834.